From a dataset of Catalyst prediction with 721,799 reactions and 888 catalyst types from USPTO. Predict which catalyst facilitates the given reaction. Reactant: [CH:1]1([Mg]Cl)[CH2:6][CH2:5][CH2:4][CH2:3][CH2:2]1.[C:9]([C:17]([O:19]CC)=[O:18])(=[O:16])[C:10]1[CH:15]=[CH:14][CH:13]=[CH:12][CH:11]=1. Product: [CH:1]1([C:9]([OH:16])([C:10]2[CH:11]=[CH:12][CH:13]=[CH:14][CH:15]=2)[C:17]([OH:19])=[O:18])[CH2:6][CH2:5][CH2:4][CH2:3][CH2:2]1. The catalyst class is: 1.